From a dataset of Reaction yield outcomes from USPTO patents with 853,638 reactions. Predict the reaction yield, written as a fraction of the theoretical maximum amount of product (1.0 means a 100% yield; for example, 0.34 means a 34% yield). The reactants are C[Sn](C)(C)[C:3]1[S:4][CH:5]=[CH:6][N:7]=1.I[C:11]1[CH:16]=[CH:15][C:14]([Br:17])=[CH:13][N:12]=1. The yield is 0.830. The catalyst is C1(C)C=CC=CC=1.C1C=CC([P]([Pd]([P](C2C=CC=CC=2)(C2C=CC=CC=2)C2C=CC=CC=2)([P](C2C=CC=CC=2)(C2C=CC=CC=2)C2C=CC=CC=2)[P](C2C=CC=CC=2)(C2C=CC=CC=2)C2C=CC=CC=2)(C2C=CC=CC=2)C2C=CC=CC=2)=CC=1. The product is [Br:17][C:14]1[CH:15]=[CH:16][C:11]([C:3]2[S:4][CH:5]=[CH:6][N:7]=2)=[N:12][CH:13]=1.